Dataset: Reaction yield outcomes from USPTO patents with 853,638 reactions. Task: Predict the reaction yield, written as a fraction of the theoretical maximum amount of product (1.0 means a 100% yield; for example, 0.34 means a 34% yield). The reactants are [CH3:1][O:2][C:3](=[O:6])[CH2:4][SH:5].C(#N)C.[Br:10][C:11]1[CH:18]=[CH:17][C:14]([CH:15]=O)=[C:13](F)[CH:12]=1.C(OCC)(=O)C. The catalyst is CCCCCC. The product is [CH3:1][O:2][C:3]([C:4]1[S:5][C:13]2[CH:12]=[C:11]([Br:10])[CH:18]=[CH:17][C:14]=2[CH:15]=1)=[O:6]. The yield is 0.900.